This data is from Forward reaction prediction with 1.9M reactions from USPTO patents (1976-2016). The task is: Predict the product of the given reaction. (1) Given the reactants [CH2:1]([O:3][C:4](=[O:17])[CH2:5][C:6]1[C:14]2[C:9](=[CH:10][C:11]([F:15])=[CH:12][CH:13]=2)[NH:8][C:7]=1[CH3:16])[CH3:2].[F:18][C:19]1[CH:24]=[CH:23][C:22]([S:25]([C:28]2[CH:35]=[CH:34][CH:33]=[CH:32][C:29]=2[CH2:30]Br)(=[O:27])=[O:26])=[CH:21][CH:20]=1, predict the reaction product. The product is: [CH2:1]([O:3][C:4](=[O:17])[CH2:5][C:6]1[C:14]2[C:9](=[CH:10][C:11]([F:15])=[CH:12][CH:13]=2)[N:8]([CH2:30][C:29]2[CH:32]=[CH:33][CH:34]=[CH:35][C:28]=2[S:25]([C:22]2[CH:21]=[CH:20][C:19]([F:18])=[CH:24][CH:23]=2)(=[O:27])=[O:26])[C:7]=1[CH3:16])[CH3:2]. (2) Given the reactants [CH2:1]([NH2:7])[C:2]1[O:6][CH:5]=[CH:4][CH:3]=1.[F:8][C:9]1[CH:10]=[C:11]([N:15]=[C:16]=[S:17])[CH:12]=[CH:13][CH:14]=1, predict the reaction product. The product is: [F:8][C:9]1[CH:10]=[C:11]([NH:15][C:16]([NH:7][CH2:1][C:2]2[O:6][CH:5]=[CH:4][CH:3]=2)=[S:17])[CH:12]=[CH:13][CH:14]=1. (3) Given the reactants [CH3:1][C:2]([C:5]([OH:7])=[O:6])([CH3:4])[NH2:3].[OH-].[Na+].Cl[C:11]([O:13][CH2:14][C:15]1[CH:20]=[CH:19][CH:18]=[CH:17][CH:16]=1)=[O:12], predict the reaction product. The product is: [CH2:14]([O:13][C:11]([NH:3][C:2]([CH3:4])([CH3:1])[C:5]([OH:7])=[O:6])=[O:12])[C:15]1[CH:20]=[CH:19][CH:18]=[CH:17][CH:16]=1. (4) Given the reactants I[C:2]1[C:6]2[CH:7]=[CH:8][C:9]([O:14][CH3:15])=[C:10]([N+:11]([O-:13])=[O:12])[C:5]=2[O:4][C:3]=1[C:16]1[CH:17]=[N:18][N:19]([CH3:21])[CH:20]=1.[CH3:22][O:23][C:24]1[CH:25]=[C:26]([SH:34])[CH:27]=[C:28]([O:32][CH3:33])[C:29]=1[O:30][CH3:31].C([O-])([O-])=O.[K+].[K+].C1(C2C=CC=CC=2O)C=CC=CC=1, predict the reaction product. The product is: [CH3:15][O:14][C:9]1[CH:8]=[CH:7][C:6]2[C:2]([S:34][C:26]3[CH:25]=[C:24]([O:23][CH3:22])[C:29]([O:30][CH3:31])=[C:28]([O:32][CH3:33])[CH:27]=3)=[C:3]([C:16]3[CH:17]=[N:18][N:19]([CH3:21])[CH:20]=3)[O:4][C:5]=2[C:10]=1[N+:11]([O-:13])=[O:12]. (5) Given the reactants [N+:1]([C:4]1[CH:5]=[C:6]([CH2:10][C:11](OC)=[O:12])[CH:7]=[CH:8][CH:9]=1)([O-:3])=[O:2].CO.O, predict the reaction product. The product is: [N+:1]([C:4]1[CH:5]=[C:6]([CH2:10][CH2:11][OH:12])[CH:7]=[CH:8][CH:9]=1)([O-:3])=[O:2]. (6) The product is: [CH3:10][C:8]1([CH3:11])[CH2:7][CH2:6][C:5]2=[C:19]([C:18]([OH:21])=[O:17])[S:20][CH:3]=[C:4]2[CH2:9]1. Given the reactants [Na].Cl[CH:3]=[C:4]1[CH2:9][C:8]([CH3:11])([CH3:10])[CH2:7][CH2:6][C:5]1=O.[Li+].[OH-].C([O:17][C:18](=[O:21])[CH2:19][SH:20])C, predict the reaction product. (7) Given the reactants C([O:8][C:9]1[C:14](=[O:15])[N:13]=[C:12]([CH2:16][C:17]2[CH:22]=[CH:21][C:20]([Cl:23])=[CH:19][C:18]=2[C:24]2[CH:29]=[CH:28][N:27]=[CH:26][CH:25]=2)[N:11]2[CH2:30][CH2:31][N:32]([CH:35]([CH3:37])[CH3:36])[C:33](=[O:34])[C:10]=12)C1C=CC=CC=1.OS(O)(=O)=O, predict the reaction product. The product is: [Cl:23][C:20]1[CH:21]=[CH:22][C:17]([CH2:16][C:12]2[N:11]3[CH2:30][CH2:31][N:32]([CH:35]([CH3:37])[CH3:36])[C:33](=[O:34])[C:10]3=[C:9]([OH:8])[C:14](=[O:15])[N:13]=2)=[C:18]([C:24]2[CH:25]=[CH:26][N:27]=[CH:28][CH:29]=2)[CH:19]=1.